From a dataset of Full USPTO retrosynthesis dataset with 1.9M reactions from patents (1976-2016). Predict the reactants needed to synthesize the given product. (1) Given the product [CH3:7][N:8]1[C:16]2[C:11](=[CH:12][CH:13]=[CH:14][CH:15]=2)[CH:10]=[C:9]1[Si:17]([CH2:22][CH3:23])([CH2:20][CH3:21])[CH2:18][CH3:19], predict the reactants needed to synthesize it. The reactants are: CC([O-])(C)C.[K+].[CH3:7][N:8]1[C:16]2[C:11](=[CH:12][CH:13]=[CH:14][CH:15]=2)[CH:10]=[CH:9]1.[SiH:17]([CH2:22][CH3:23])([CH2:20][CH3:21])[CH2:18][CH3:19].C(=O)=O.CC(C)=O. (2) Given the product [CH2:1]([C:8]1[C:17]2[C:12](=[CH:13][CH:14]=[CH:15][CH:16]=2)[C:11]([NH:28][C:27]2[CH:29]=[CH:30][CH:31]=[C:25]([C:24]3[N:20]([CH3:19])[C:21]([CH3:32])=[N:22][CH:23]=3)[CH:26]=2)=[N:10][N:9]=1)[C:2]1[CH:7]=[CH:6][CH:5]=[CH:4][CH:3]=1, predict the reactants needed to synthesize it. The reactants are: [CH2:1]([C:8]1[C:17]2[C:12](=[CH:13][CH:14]=[CH:15][CH:16]=2)[C:11](Cl)=[N:10][N:9]=1)[C:2]1[CH:7]=[CH:6][CH:5]=[CH:4][CH:3]=1.[CH3:19][N:20]1[C:24]([C:25]2[CH:26]=[C:27]([CH:29]=[CH:30][CH:31]=2)[NH2:28])=[CH:23][N:22]=[C:21]1[CH3:32].